Task: Predict the reactants needed to synthesize the given product.. Dataset: Full USPTO retrosynthesis dataset with 1.9M reactions from patents (1976-2016) (1) The reactants are: [CH3:1][O:2][C:3]1[CH:49]=[CH:48][C:6]([CH2:7][N:8]([CH2:39][C:40]2[CH:45]=[CH:44][C:43]([O:46][CH3:47])=[CH:42][CH:41]=2)[C:9]2[N:14]=[CH:13][C:12]([C:15]3[C:16]4[CH2:29][CH2:28][N:27]([C:30]5[CH:38]=[CH:37][C:33]([C:34](O)=[O:35])=[CH:32][CH:31]=5)[C:17]=4[N:18]=[C:19]([N:21]4[CH2:26][CH2:25][O:24][CH2:23][CH2:22]4)[N:20]=3)=[CH:11][N:10]=2)=[CH:5][CH:4]=1.[NH2:50][CH2:51][CH2:52][C:53]1[CH:54]=[N:55][CH:56]=[CH:57][CH:58]=1. Given the product [CH3:47][O:46][C:43]1[CH:44]=[CH:45][C:40]([CH2:39][N:8]([CH2:7][C:6]2[CH:5]=[CH:4][C:3]([O:2][CH3:1])=[CH:49][CH:48]=2)[C:9]2[N:10]=[CH:11][C:12]([C:15]3[C:16]4[CH2:29][CH2:28][N:27]([C:30]5[CH:38]=[CH:37][C:33]([C:34]([NH:50][CH2:51][CH2:52][C:53]6[CH:54]=[N:55][CH:56]=[CH:57][CH:58]=6)=[O:35])=[CH:32][CH:31]=5)[C:17]=4[N:18]=[C:19]([N:21]4[CH2:26][CH2:25][O:24][CH2:23][CH2:22]4)[N:20]=3)=[CH:13][N:14]=2)=[CH:41][CH:42]=1, predict the reactants needed to synthesize it. (2) Given the product [C:14]([O:18][C:19]([N:21]1[CH2:26][CH2:25][CH2:24][C@H:23]([C:27]2[N:30]=[C:3]([C:5]3[NH:9][CH:8]=[C:7]([C:10]#[N:11])[CH:6]=3)[O:4][N:28]=2)[CH2:22]1)=[O:20])([CH3:17])([CH3:15])[CH3:16], predict the reactants needed to synthesize it. The reactants are: ClC(Cl)(Cl)[C:3]([C:5]1[NH:9][CH:8]=[C:7]([C:10]#[N:11])[CH:6]=1)=[O:4].[C:14]([O:18][C:19]([N:21]1[CH2:26][CH2:25][CH2:24][C@H:23]([C:27](=[NH:30])[NH:28]O)[CH2:22]1)=[O:20])([CH3:17])([CH3:16])[CH3:15].C(N(CC)CC)C.